This data is from Full USPTO retrosynthesis dataset with 1.9M reactions from patents (1976-2016). The task is: Predict the reactants needed to synthesize the given product. (1) Given the product [Cl:1][C:2]1[CH:3]=[C:4]([NH:8][C:9](=[O:11])[CH3:10])[CH:5]=[CH:6][C:7]=1[N+:12]([O-:14])=[O:13], predict the reactants needed to synthesize it. The reactants are: [Cl:1][C:2]1[CH:3]=[C:4]([NH:8][C:9](=[O:11])[CH3:10])[CH:5]=[CH:6][CH:7]=1.[N+:12]([O-])([OH:14])=[O:13]. (2) Given the product [Cl:29][C:17]1[CH:16]=[C:15]([NH:14][C:12]2[N:11]=[CH:10][N:9]=[C:8]3[NH:7][N:6]=[C:5]([O:4][CH2:3][CH2:2][N:34]([CH2:33][CH2:32][O:31][CH3:30])[CH3:35])[C:13]=23)[CH:20]=[CH:19][C:18]=1[O:21][C:22]1[CH:23]=[N:24][C:25]([CH3:28])=[CH:26][CH:27]=1, predict the reactants needed to synthesize it. The reactants are: Cl[CH2:2][CH2:3][O:4][C:5]1[C:13]2[C:8](=[N:9][CH:10]=[N:11][C:12]=2[NH:14][C:15]2[CH:20]=[CH:19][C:18]([O:21][C:22]3[CH:23]=[N:24][C:25]([CH3:28])=[CH:26][CH:27]=3)=[C:17]([Cl:29])[CH:16]=2)[NH:7][N:6]=1.[CH3:30][O:31][CH2:32][CH2:33][NH:34][CH3:35]. (3) Given the product [CH2:28]([O:27][CH2:26][C@@H:10]1[CH2:9][C@@H:8]([O:7][C:3]([CH3:6])([CH3:5])[CH3:4])[CH2:12][N:11]1[S:13]([C:16]1[CH:25]=[CH:24][C:23]2[C:18](=[CH:19][CH:20]=[CH:21][CH:22]=2)[CH:17]=1)(=[O:15])=[O:14])[C:29]1[CH:34]=[CH:33][CH:32]=[CH:31][CH:30]=1, predict the reactants needed to synthesize it. The reactants are: [H-].[Na+].[C:3]([O:7][C@H:8]1[CH2:12][N:11]([S:13]([C:16]2[CH:25]=[CH:24][C:23]3[C:18](=[CH:19][CH:20]=[CH:21][CH:22]=3)[CH:17]=2)(=[O:15])=[O:14])[C@H:10]([CH2:26][OH:27])[CH2:9]1)([CH3:6])([CH3:5])[CH3:4].[CH2:28](Br)[C:29]1[CH:34]=[CH:33][CH:32]=[CH:31][CH:30]=1. (4) Given the product [CH3:1][O:2][C:3]1[CH:8]=[CH:7][CH:6]=[CH:5][C:4]=1[S:9][C:10]1[CH:18]=[CH:17][C:13]([C:14]([NH:34][S:31]([CH3:30])(=[O:33])=[O:32])=[O:15])=[CH:12][CH:11]=1, predict the reactants needed to synthesize it. The reactants are: [CH3:1][O:2][C:3]1[CH:8]=[CH:7][CH:6]=[CH:5][C:4]=1[S:9][C:10]1[CH:18]=[CH:17][C:13]([C:14](O)=[O:15])=[CH:12][CH:11]=1.C(N=C=NCCCN(C)C)C.[CH3:30][S:31]([NH2:34])(=[O:33])=[O:32]. (5) Given the product [C:18]1([C:24]2[CH:29]=[CH:28][C:27]([NH:30][C:31](=[O:32])[O:17][C:13]3[CH:12]=[C:11]4[C:16](=[CH:15][CH:14]=3)[N:8]([CH2:1][C:2]3[CH:3]=[CH:4][CH:5]=[CH:6][CH:7]=3)[CH2:9][CH2:10]4)=[CH:26][CH:25]=2)[CH:19]=[CH:20][CH:21]=[CH:22][CH:23]=1, predict the reactants needed to synthesize it. The reactants are: [CH2:1]([N:8]1[C:16]2[C:11](=[CH:12][C:13]([OH:17])=[CH:14][CH:15]=2)[CH2:10][CH2:9]1)[C:2]1[CH:7]=[CH:6][CH:5]=[CH:4][CH:3]=1.[C:18]1([C:24]2[CH:29]=[CH:28][C:27]([N:30]=[C:31]=[O:32])=[CH:26][CH:25]=2)[CH:23]=[CH:22][CH:21]=[CH:20][CH:19]=1. (6) Given the product [F:41][C:23]([F:22])([F:42])[C:24]([NH:26][CH2:27][C:28]1[CH:33]=[CH:32][C:31]([F:34])=[C:30]([CH:35]2[CH2:40][CH2:39][N:38]([C:18]([C:7]3[C:6]4[C:10](=[CH:11][CH:12]=[CH:13][C:5]=4[O:4][CH:1]([CH3:2])[CH3:3])[N:9]([CH2:14][CH2:15][O:16][CH3:17])[CH:8]=3)=[O:20])[CH2:37][CH2:36]2)[CH:29]=1)=[O:25], predict the reactants needed to synthesize it. The reactants are: [CH:1]([O:4][C:5]1[CH:13]=[CH:12][CH:11]=[C:10]2[C:6]=1[C:7]([C:18]([OH:20])=O)=[CH:8][N:9]2[CH2:14][CH2:15][O:16][CH3:17])([CH3:3])[CH3:2].Cl.[F:22][C:23]([F:42])([F:41])[C:24]([NH:26][CH2:27][C:28]1[CH:33]=[CH:32][C:31]([F:34])=[C:30]([CH:35]2[CH2:40][CH2:39][NH:38][CH2:37][CH2:36]2)[CH:29]=1)=[O:25].